Dataset: Full USPTO retrosynthesis dataset with 1.9M reactions from patents (1976-2016). Task: Predict the reactants needed to synthesize the given product. (1) Given the product [Br:13][C:14]1[CH:15]=[N:16][CH:17]=[CH:18][C:19]=1[C:20]([OH:22])=[O:21], predict the reactants needed to synthesize it. The reactants are: C(NC(C)C)(C)C.C([Li])CCC.[Br:13][C:14]1[CH:15]=[N:16][CH:17]=[CH:18][CH:19]=1.[C:20](=[O:22])=[O:21]. (2) Given the product [F:35][C:31]1[CH:30]=[C:29]([CH:34]=[CH:33][CH:32]=1)[O:28][C:18]1[CH:19]=[C:20]([NH:21][CH2:22][CH2:23][C:24]([F:27])([F:25])[F:26])[C:15]2[N:16]([C:12]([C:9]3[CH:10]=[CH:11][C:6]([C:5]([OH:37])=[O:39])=[C:7]([CH3:36])[CH:8]=3)=[CH:13][N:14]=2)[N:17]=1, predict the reactants needed to synthesize it. The reactants are: C1(N[C:5](=[O:37])[C:6]2[CH:11]=[CH:10][C:9]([C:12]3[N:16]4[N:17]=[C:18]([O:28][C:29]5[CH:34]=[CH:33][CH:32]=[C:31]([F:35])[CH:30]=5)[CH:19]=[C:20]([NH:21][CH2:22][CH2:23][C:24]([F:27])([F:26])[F:25])[C:15]4=[N:14][CH:13]=3)=[CH:8][C:7]=2[CH3:36])CC1.Br.[OH2:39].